From a dataset of Full USPTO retrosynthesis dataset with 1.9M reactions from patents (1976-2016). Predict the reactants needed to synthesize the given product. (1) Given the product [N:10]1([C:19]2[CH:20]=[CH:21][C:22]([C:23]3[CH:24]=[CH:25][C:26]([CH2:29][S:30]([CH2:31][C@H:32]([NH:36][C:37](=[O:45])[CH2:38][C:39]4[CH:44]=[CH:43][CH:42]=[CH:41][CH:40]=4)[C:33]([OH:35])=[O:34])=[O:5])=[CH:27][CH:28]=3)=[CH:46][CH:47]=2)[C:18]2[C:13](=[CH:14][CH:15]=[CH:16][CH:17]=2)[CH:12]=[CH:11]1, predict the reactants needed to synthesize it. The reactants are: B1([O-])OO1.[OH2:5].O.O.O.[Na+].[N:10]1([C:19]2[CH:47]=[CH:46][C:22]([C:23]3[CH:28]=[CH:27][C:26]([CH2:29][S:30][CH2:31][C@H:32]([NH:36][C:37](=[O:45])[CH2:38][C:39]4[CH:44]=[CH:43][CH:42]=[CH:41][CH:40]=4)[C:33]([OH:35])=[O:34])=[CH:25][CH:24]=3)=[CH:21][CH:20]=2)[C:18]2[C:13](=[CH:14][CH:15]=[CH:16][CH:17]=2)[CH:12]=[CH:11]1. (2) The reactants are: Br[C:2]1[CH:7]=[CH:6][C:5]([S:8]([C@H:11]2[CH2:15][N:14]([C:16]3[N:20]([CH:21]4[CH2:24][CH2:23][CH2:22]4)[N:19]=[C:18]([CH3:25])[CH:17]=3)[C@H:13]([C:26]([NH:28][C:29]3([C:32]#[N:33])[CH2:31][CH2:30]3)=[O:27])[CH2:12]2)(=[O:10])=[O:9])=[C:4]([C:34]([F:37])([F:36])[F:35])[CH:3]=1.CC1(C)C(C)(C)[O:42][B:41](B2OC(C)(C)C(C)(C)O2)[O:40]1.ClCCl.C([O-])(=O)C.[K+]. Given the product [C:32]([C:29]1([NH:28][C:26]([C@H:13]2[N:14]([C:16]3[N:20]([CH:21]4[CH2:24][CH2:23][CH2:22]4)[N:19]=[C:18]([CH3:25])[CH:17]=3)[CH2:15][C@H:11]([S:8]([C:5]3[CH:6]=[CH:7][C:2]([B:41]([OH:42])[OH:40])=[CH:3][C:4]=3[C:34]([F:37])([F:36])[F:35])(=[O:10])=[O:9])[CH2:12]2)=[O:27])[CH2:31][CH2:30]1)#[N:33], predict the reactants needed to synthesize it.